From a dataset of Forward reaction prediction with 1.9M reactions from USPTO patents (1976-2016). Predict the product of the given reaction. (1) Given the reactants C(OC(=O)[CH:5]([N:7]([CH2:33][C:34]([O:36][CH2:37][CH3:38])=[O:35])[C:8](=[O:32])[CH2:9][CH2:10][CH2:11][CH2:12][CH2:13][NH:14]C(OCC1C2C=CC=CC=2C2C1=CC=CC=2)=O)[CH3:6])C, predict the reaction product. The product is: [CH2:37]([O:36][C:34](=[O:35])[CH2:6][CH2:5][N:7]([C:8](=[O:32])[CH2:9][CH2:10][CH2:11][CH2:12][CH2:13][NH2:14])[CH2:33][C:34]([O:36][CH2:37][CH3:38])=[O:35])[CH3:38]. (2) Given the reactants [H-].[H-].[H-].[H-].[Li+].[Al+3].[Cl:7][C:8]1[CH:17]=[CH:16][C:15]([C:18]2[CH:23]=[CH:22][CH:21]=[CH:20][N:19]=2)=[CH:14][C:9]=1[C:10](OC)=[O:11].O.[OH-].[Na+], predict the reaction product. The product is: [Cl:7][C:8]1[CH:17]=[CH:16][C:15]([C:18]2[CH:23]=[CH:22][CH:21]=[CH:20][N:19]=2)=[CH:14][C:9]=1[CH2:10][OH:11]. (3) The product is: [F:21][C:22]1[CH:30]=[C:29]2[C:25]([C:26]([C:40]3[CH:59]=[CH:58][C:43]4[N:44]=[C:45]([CH2:47][CH:48]5[CH2:49][CH2:50][N:51]([S:54]([CH3:57])(=[O:55])=[O:56])[CH2:52][CH2:53]5)[O:46][C:42]=4[CH:41]=3)=[CH:27][NH:28]2)=[CH:24][CH:23]=1. Given the reactants FC1C=C2C(C(I)=CN2S(C2C=CC=CC=2)(=O)=O)=CC=1.[F:21][C:22]1[CH:30]=[C:29]2[C:25]([C:26]([C:40]3[CH:59]=[CH:58][C:43]4[N:44]=[C:45]([CH2:47][CH:48]5[CH2:53][CH2:52][N:51]([S:54]([CH3:57])(=[O:56])=[O:55])[CH2:50][CH2:49]5)[O:46][C:42]=4[CH:41]=3)=[CH:27][N:28]2S(C2C=CC=CC=2)(=O)=O)=[CH:24][CH:23]=1, predict the reaction product. (4) Given the reactants CO[CH:3](OC)[CH2:4][N:5]([C:21]1[CH:26]=[CH:25][C:24](OC2C=CC=CC=2)=[CH:23][CH:22]=1)[C:6]([NH:8][C:9]1[CH:14]=[CH:13][C:12]([O:15][CH2:16][CH2:17][N:18]([CH3:20])[CH3:19])=[CH:11][CH:10]=1)=[O:7].F[C:37](F)(F)[C:38]([OH:40])=O, predict the reaction product. The product is: [CH3:19][N:18]([CH3:20])[CH2:17][CH2:16][O:15][C:12]1[CH:11]=[CH:10][C:9]([N:8]2[CH:3]=[CH:4][N:5]([C:21]3[CH:26]=[CH:25][C:24]([O:40][C:38]4[CH:37]=[CH:11][CH:10]=[CH:9][CH:14]=4)=[CH:23][CH:22]=3)[C:6]2=[O:7])=[CH:14][CH:13]=1. (5) Given the reactants [Cl:1][C:2]1[N:7]=[CH:6][C:5]([CH2:8]Cl)=[CH:4][C:3]=1[F:10].[F:11][CH:12]([F:15])[CH2:13][NH2:14].C(N(CC)CC)C, predict the reaction product. The product is: [Cl:1][C:2]1[N:7]=[CH:6][C:5]([CH2:8][NH:14][CH2:13][CH:12]([F:15])[F:11])=[CH:4][C:3]=1[F:10].